From a dataset of Reaction yield outcomes from USPTO patents with 853,638 reactions. Predict the reaction yield, written as a fraction of the theoretical maximum amount of product (1.0 means a 100% yield; for example, 0.34 means a 34% yield). (1) The product is [F:17][C:14]1[CH:13]=[CH:12][C:11]([C:6]2[N:7]=[C:8]([CH3:10])[S:9][C:5]=2[C:3]([OH:4])=[O:2])=[CH:16][CH:15]=1. The yield is 0.850. The reactants are C[O:2][C:3]([C:5]1[S:9][C:8]([CH3:10])=[N:7][C:6]=1[C:11]1[CH:16]=[CH:15][C:14]([F:17])=[CH:13][CH:12]=1)=[O:4].[OH-].[K+].O. The catalyst is CCO. (2) The reactants are [Cl:1][C:2]1[N:7]=[C:6]([C:8]#[C:9][CH3:10])[C:5]([NH2:11])=[C:4]([NH2:12])[CH:3]=1. The catalyst is CN(C=O)C.[Cu]I. The product is [Cl:1][C:2]1[N:7]=[C:6]2[CH:8]=[C:9]([CH3:10])[NH:11][C:5]2=[C:4]([NH2:12])[CH:3]=1. The yield is 0.680. (3) The reactants are [CH3:1][C:2]1[CH:11]=[C:10]([N:12]2[CH2:16][CH2:15][CH2:14][CH2:13]2)[C:9]2[C:4](=[CH:5][C:6]([OH:17])=[CH:7][CH:8]=2)[N:3]=1.CC(C)([O-])C.[K+].[CH3:24][N:25]([CH3:30])[S:26](Cl)(=[O:28])=[O:27]. The catalyst is CN(C=O)C. The product is [CH3:1][C:2]1[CH:11]=[C:10]([N:12]2[CH2:16][CH2:15][CH2:14][CH2:13]2)[C:9]2[C:4](=[CH:5][C:6]([O:17][S:26](=[O:28])(=[O:27])[N:25]([CH3:30])[CH3:24])=[CH:7][CH:8]=2)[N:3]=1. The yield is 0.293. (4) The reactants are Cl[C:2]1[N:7]=[C:6]([C:8]2[C:9]([C:17]3[CH:18]=[C:19]([NH:23][C:24](=[O:29])[C:25](F)(F)F)[CH:20]=[CH:21][CH:22]=3)=[N:10][N:11]3[CH:16]=[CH:15][CH:14]=[CH:13][C:12]=23)[CH:5]=[CH:4][N:3]=1.CN(C[C:34]1[CH:35]=[C:36]([CH:38]=[CH:39][CH:40]=1)[NH2:37])C. No catalyst specified. The product is [C:17]1([CH2:25][C:24]([NH:23][C:19]2[CH:20]=[CH:21][CH:22]=[C:17]([C:9]3[C:8]([C:6]4[CH:5]=[CH:4][N:3]=[C:2]([NH:37][C:36]5[CH:35]=[CH:34][CH:40]=[CH:39][CH:38]=5)[N:7]=4)=[C:12]4[CH:13]=[CH:14][CH:15]=[CH:16][N:11]4[N:10]=3)[CH:18]=2)=[O:29])[CH:18]=[CH:19][CH:20]=[CH:21][CH:22]=1. The yield is 0.780. (5) The reactants are [N:1]1([C:7]2[CH:8]=[CH:9][C:10]3[CH2:11][N:12]([C:18]([O:20][C:21]([CH3:24])([CH3:23])[CH3:22])=[O:19])[CH2:13][CH2:14][O:15][C:16]=3[N:17]=2)[CH2:6][CH2:5][NH:4][CH2:3][CH2:2]1.C(OCC)C.[C:30]([N:34]=[C:35]=[O:36])([CH3:33])([CH3:32])[CH3:31]. The catalyst is C1COCC1. The product is [C:30]([NH:34][C:35]([N:4]1[CH2:5][CH2:6][N:1]([C:7]2[CH:8]=[CH:9][C:10]3[CH2:11][N:12]([C:18]([O:20][C:21]([CH3:24])([CH3:23])[CH3:22])=[O:19])[CH2:13][CH2:14][O:15][C:16]=3[N:17]=2)[CH2:2][CH2:3]1)=[O:36])([CH3:33])([CH3:32])[CH3:31]. The yield is 0.850. (6) The reactants are [OH:1][C@H:2]([CH3:16])[CH2:3][NH:4][CH2:5][C@@H:6]([NH:8][C:9](=[O:15])[O:10][C:11]([CH3:14])([CH3:13])[CH3:12])[CH3:7].C(N(C(C)C)CC)(C)C.Cl[C:27]([O:29][CH2:30][C:31]1[CH:36]=[CH:35][CH:34]=[CH:33][CH:32]=1)=[O:28].Cl. The catalyst is ClCCl. The product is [C:11]([O:10][C:9]([NH:8][C@@H:6]([CH3:7])[CH2:5][N:4]([CH2:3][C@H:2]([OH:1])[CH3:16])[C:27](=[O:28])[O:29][CH2:30][C:31]1[CH:36]=[CH:35][CH:34]=[CH:33][CH:32]=1)=[O:15])([CH3:14])([CH3:13])[CH3:12]. The yield is 0.845. (7) The reactants are [CH3:1][C:2]1[C:7]2[S:8][CH:9]=[CH:10][C:6]=2[CH:5]=[CH:4][CH:3]=1.C(OOC(=O)C1C=CC=CC=1)(=O)C1C=CC=CC=1.C1C(=O)N([Br:36])C(=O)C1. The product is [Br:36][CH2:1][C:2]1[C:7]2[S:8][CH:9]=[CH:10][C:6]=2[CH:5]=[CH:4][CH:3]=1. The catalyst is C(Cl)(Cl)(Cl)Cl. The yield is 0.330. (8) The reactants are F[C:2]1[CH:3]=[CH:4][C:5]([N+:14]([O-:16])=[O:15])=[C:6]([CH2:8][C:9]([O:11][CH2:12][CH3:13])=[O:10])[CH:7]=1.[CH3:17][S-:18].[Na+].O. The catalyst is CS(C)=O. The product is [CH3:17][S:18][C:2]1[CH:3]=[CH:4][C:5]([N+:14]([O-:16])=[O:15])=[C:6]([CH2:8][C:9]([O:11][CH2:12][CH3:13])=[O:10])[CH:7]=1. The yield is 0.180.